From a dataset of Full USPTO retrosynthesis dataset with 1.9M reactions from patents (1976-2016). Predict the reactants needed to synthesize the given product. (1) Given the product [Br:1][C:2]1[CH:11]=[CH:10][C:5]([C:6]2[CH:14]=[C:13]([CH2:12][OH:15])[O:8][N:7]=2)=[CH:4][CH:3]=1, predict the reactants needed to synthesize it. The reactants are: [Br:1][C:2]1[CH:11]=[CH:10][C:5]([C:6](Cl)=[N:7][OH:8])=[CH:4][CH:3]=1.[CH2:12]([OH:15])[C:13]#[CH:14].C(N(CC)CC)C. (2) Given the product [Br:23][C:5]1[CH:6]=[CH:7][C:2]([F:1])=[C:3]([C:9]2[C:14]([F:15])=[CH:13][CH:12]=[CH:11][N:10]=2)[CH:4]=1, predict the reactants needed to synthesize it. The reactants are: [F:1][C:2]1[CH:7]=[CH:6][C:5](N)=[CH:4][C:3]=1[C:9]1[C:14]([F:15])=[CH:13][CH:12]=[CH:11][N:10]=1.N([O-])=O.[Na+].C(Cl)Cl.[BrH:23].